Dataset: Aqueous solubility values for 9,982 compounds from the AqSolDB database. Task: Regression/Classification. Given a drug SMILES string, predict its absorption, distribution, metabolism, or excretion properties. Task type varies by dataset: regression for continuous measurements (e.g., permeability, clearance, half-life) or binary classification for categorical outcomes (e.g., BBB penetration, CYP inhibition). For this dataset (solubility_aqsoldb), we predict Y. (1) The drug is CNC(=O)O/N=C(/CSC)C(C)(C)C. The Y is -1.62 log mol/L. (2) The drug is Cc1cc(Cc2cc(C)cc(C3CCCCC3)c2O)c(O)c(C2CCCCC2)c1. The Y is -6.98 log mol/L. (3) The compound is CCOC(OCC)C(C)=O. The Y is -0.206 log mol/L. (4) The compound is CCC(=O)OC1C(C)CCCC1(C)C. The Y is -3.80 log mol/L.